From a dataset of Ames mutagenicity test results for genotoxicity prediction. Regression/Classification. Given a drug SMILES string, predict its toxicity properties. Task type varies by dataset: regression for continuous values (e.g., LD50, hERG inhibition percentage) or binary classification for toxic/non-toxic outcomes (e.g., AMES mutagenicity, cardiotoxicity, hepatotoxicity). Dataset: ames. (1) The result is 1 (mutagenic). The compound is O=[N+]([O-])c1ccc2[nH]c3c([N+](=O)[O-])cccc3c2c1. (2) The molecule is CC(O)CC(=O)Nc1ccc(O)cc1. The result is 0 (non-mutagenic). (3) The drug is O=S(=O)(NO)c1cccc2cccnc12. The result is 0 (non-mutagenic). (4) The compound is CC(C)C1(NC(=O)C2CC3c4cccc5[nH]cc(c45)CC3N(C)C2)OC2(O)C3CCCN3C(=O)C(Cc3ccccc3)N2C1=O. The result is 0 (non-mutagenic). (5) The drug is CCCC=CCC=O. The result is 1 (mutagenic).